This data is from NCI-60 drug combinations with 297,098 pairs across 59 cell lines. The task is: Regression. Given two drug SMILES strings and cell line genomic features, predict the synergy score measuring deviation from expected non-interaction effect. (1) Drug 1: CC1=C(C(=CC=C1)Cl)NC(=O)C2=CN=C(S2)NC3=CC(=NC(=N3)C)N4CCN(CC4)CCO. Drug 2: C1=CN(C=N1)CC(O)(P(=O)(O)O)P(=O)(O)O. Cell line: MCF7. Synergy scores: CSS=11.9, Synergy_ZIP=-5.19, Synergy_Bliss=-1.18, Synergy_Loewe=-12.8, Synergy_HSA=-0.344. (2) Drug 1: COC1=C(C=C2C(=C1)N=CN=C2NC3=CC(=C(C=C3)F)Cl)OCCCN4CCOCC4. Drug 2: CCN(CC)CCNC(=O)C1=C(NC(=C1C)C=C2C3=C(C=CC(=C3)F)NC2=O)C. Cell line: M14. Synergy scores: CSS=20.9, Synergy_ZIP=-3.73, Synergy_Bliss=7.93, Synergy_Loewe=6.99, Synergy_HSA=6.82. (3) Drug 1: CCC(=C(C1=CC=CC=C1)C2=CC=C(C=C2)OCCN(C)C)C3=CC=CC=C3.C(C(=O)O)C(CC(=O)O)(C(=O)O)O. Drug 2: C1=CC=C(C=C1)NC(=O)CCCCCCC(=O)NO. Cell line: ACHN. Synergy scores: CSS=8.37, Synergy_ZIP=-2.96, Synergy_Bliss=1.25, Synergy_Loewe=-9.32, Synergy_HSA=-0.437. (4) Drug 1: C1CCC(C1)C(CC#N)N2C=C(C=N2)C3=C4C=CNC4=NC=N3. Drug 2: C1=NC2=C(N=C(N=C2N1C3C(C(C(O3)CO)O)O)F)N. Cell line: HS 578T. Synergy scores: CSS=5.42, Synergy_ZIP=3.26, Synergy_Bliss=8.76, Synergy_Loewe=2.22, Synergy_HSA=2.81. (5) Drug 1: C1=CC=C(C(=C1)C(C2=CC=C(C=C2)Cl)C(Cl)Cl)Cl. Drug 2: C1CNP(=O)(OC1)N(CCCl)CCCl. Cell line: 786-0. Synergy scores: CSS=-2.76, Synergy_ZIP=1.28, Synergy_Bliss=0.0829, Synergy_Loewe=-2.11, Synergy_HSA=-1.93. (6) Drug 1: CC1=CC2C(CCC3(C2CCC3(C(=O)C)OC(=O)C)C)C4(C1=CC(=O)CC4)C. Drug 2: CC1CCC2CC(C(=CC=CC=CC(CC(C(=O)C(C(C(=CC(C(=O)CC(OC(=O)C3CCCCN3C(=O)C(=O)C1(O2)O)C(C)CC4CCC(C(C4)OC)O)C)C)O)OC)C)C)C)OC. Cell line: A498. Synergy scores: CSS=24.0, Synergy_ZIP=-1.35, Synergy_Bliss=-0.121, Synergy_Loewe=-4.44, Synergy_HSA=2.79. (7) Drug 1: C(=O)(N)NO. Drug 2: C#CCC(CC1=CN=C2C(=N1)C(=NC(=N2)N)N)C3=CC=C(C=C3)C(=O)NC(CCC(=O)O)C(=O)O. Cell line: HL-60(TB). Synergy scores: CSS=54.5, Synergy_ZIP=-8.56, Synergy_Bliss=-6.39, Synergy_Loewe=-7.60, Synergy_HSA=1.03.